Task: Predict the product of the given reaction.. Dataset: Forward reaction prediction with 1.9M reactions from USPTO patents (1976-2016) (1) Given the reactants ClC1C=C(C=CC=1Cl)CN1CC[O:9][C@@H](CNC(NCC2C=CC(C(N)=O)=CC=2)=O)C1.C1(S(O)(=O)=[O:38])C=CC=CC=1.C(OC(C)C)(=O)C.O.[C:49]1([S:55]([OH:58])(=[O:57])=[O:56])[CH:54]=[CH:53][CH:52]=[CH:51][CH:50]=1.[Cl:59][C:60]1[CH:61]=[C:62]([CH:85]=[CH:86][C:87]=1[Cl:88])[CH2:63][N:64]1[CH2:69][CH2:68][O:67][C@@H:66]([CH2:70][NH:71][C:72]([NH:74][CH2:75][C:76]2[CH:84]=[CH:83][C:79]([C:80]([NH2:82])=[O:81])=[CH:78][CH:77]=2)=[O:73])[CH2:65]1, predict the reaction product. The product is: [OH2:9].[OH2:38].[C:49]1([S:55]([OH:58])(=[O:57])=[O:56])[CH:54]=[CH:53][CH:52]=[CH:51][CH:50]=1.[Cl:59][C:60]1[CH:61]=[C:62]([CH:85]=[CH:86][C:87]=1[Cl:88])[CH2:63][N:64]1[CH2:69][CH2:68][O:67][C@@H:66]([CH2:70][NH:71][C:72]([NH:74][CH2:75][C:76]2[CH:84]=[CH:83][C:79]([C:80]([NH2:82])=[O:81])=[CH:78][CH:77]=2)=[O:73])[CH2:65]1. (2) Given the reactants [BH4-].[Na+].[S:3]1[CH:7]=[C:6]([CH2:8][CH2:9][CH:10]=[O:11])[N:5]=[CH:4]1, predict the reaction product. The product is: [S:3]1[CH:7]=[C:6]([CH2:8][CH2:9][CH2:10][OH:11])[N:5]=[CH:4]1.